From a dataset of Catalyst prediction with 721,799 reactions and 888 catalyst types from USPTO. Predict which catalyst facilitates the given reaction. (1) Reactant: [Cl:1][C:2]1[NH:11][C:10]2[C:9](=[O:12])[N:7]([CH3:8])[C:6](=[O:13])[N:5]([CH3:14])[C:4]=2[N:3]=1.C(=O)([O-])[O-].[K+].[K+].Br[CH2:22][C:23]#[C:24][CH3:25]. Product: [CH2:22]([N:11]1[C:10]2[C:9](=[O:12])[N:7]([CH3:8])[C:6](=[O:13])[N:5]([CH3:14])[C:4]=2[N:3]=[C:2]1[Cl:1])[C:23]#[C:24][CH3:25]. The catalyst class is: 42. (2) Reactant: [CH3:1][C:2]([C:4]1[CH:9]=[C:8]([Br:10])[CH:7]=[CH:6][C:5]=1[OH:11])=[O:3].[C:12]([N:19]1[CH2:24][CH2:23][C:22](=O)[CH2:21][CH2:20]1)([O:14][C:15]([CH3:18])([CH3:17])[CH3:16])=[O:13].N1CCCC1.CO. Product: [Br:10][C:8]1[CH:9]=[C:4]2[C:5](=[CH:6][CH:7]=1)[O:11][C:22]1([CH2:23][CH2:24][N:19]([C:12]([O:14][C:15]([CH3:18])([CH3:17])[CH3:16])=[O:13])[CH2:20][CH2:21]1)[CH2:1][C:2]2=[O:3]. The catalyst class is: 6. (3) Reactant: [CH2:1]([Br:4])[CH:2]=[CH2:3].[F:5][C:6]1[CH:11]=[C:10]([N:12]2[CH:16]=[N:15][C:14]([CH3:17])=[N:13]2)[C:9]([O:18][CH3:19])=[CH:8][C:7]=1[NH:20][C:21]([NH2:23])=[S:22]. Product: [BrH:4].[F:5][C:6]1[CH:11]=[C:10]([N:12]2[CH:16]=[N:15][C:14]([CH3:17])=[N:13]2)[C:9]([O:18][CH3:19])=[CH:8][C:7]=1[NH:20][C:21]([S:22][CH2:3][CH:2]=[CH2:1])=[NH:23]. The catalyst class is: 8. (4) Reactant: [H-].[Na+].Br[CH2:4][C:5]1[CH:10]=[CH:9][CH:8]=[C:7]([F:11])[CH:6]=1.O.[F:13][C:14]([F:19])([F:18])[C@H:15]([OH:17])[CH3:16]. Product: [F:11][C:7]1[CH:8]=[CH:9][CH:10]=[C:5]([CH2:4][O:17][C@H:15]([CH3:16])[C:14]([F:19])([F:18])[F:13])[CH:6]=1. The catalyst class is: 9.